The task is: Predict the product of the given reaction.. This data is from Forward reaction prediction with 1.9M reactions from USPTO patents (1976-2016). (1) The product is: [CH:5]1([C:6]([O:8][CH3:9])=[O:7])[CH2:20][CH2:19][CH:2]([C:1]([O:11][CH3:12])=[O:10])[CH2:3][CH:4]1[C:13]([O:17][CH3:18])=[O:16]. Given the reactants [C:1]([O:11][CH3:12])(=[O:10])/[CH:2]=[CH:3]/[CH:4]=[CH:5]/[C:6]([O:8][CH3:9])=[O:7].[C:13]([O:17][CH3:18])(=[O:16])C=C.[C:19](C1C=CC=C(O)C=1O)(C)(C)[CH3:20], predict the reaction product. (2) Given the reactants C[Si]([O:7][CH3:8])(OC)OC.C[Si:10]([O:17][CH2:18][CH3:19])([O:14][CH2:15][CH3:16])[O:11][CH2:12][CH3:13].[CH2:20]=C[Si](OC)(OC)OC, predict the reaction product. The product is: [Si:10]([O:7][CH2:8][CH3:20])([O:17][CH2:18][CH3:19])([O:14][CH2:15][CH3:16])[O:11][CH2:12][CH3:13]. (3) Given the reactants Cl[C:2]1[N:11]=[C:10]([C:12]2[O:13][CH:14]=[CH:15][CH:16]=2)[C:9]([C:17]2[CH:22]=[CH:21][N:20]=[CH:19][N:18]=2)=[CH:8][C:3]=1[C:4]([O:6]C)=O.[CH3:23][O:24][C:25]1[CH:33]=[CH:32][C:28]([CH2:29][NH:30][NH2:31])=[CH:27][CH:26]=1, predict the reaction product. The product is: [O:13]1[CH:14]=[CH:15][CH:16]=[C:12]1[C:10]1[N:11]=[C:2]2[N:30]([CH2:29][C:28]3[CH:32]=[CH:33][C:25]([O:24][CH3:23])=[CH:26][CH:27]=3)[NH:31][C:4](=[O:6])[C:3]2=[CH:8][C:9]=1[C:17]1[CH:22]=[CH:21][N:20]=[CH:19][N:18]=1. (4) Given the reactants C([O:5][C:6]([C:8]1[CH:13]=[C:12]([C:14]2[N:15]=[C:16]([C:19]3[CH:24]=[CH:23][N:22]=[CH:21][CH:20]=3)[S:17][CH:18]=2)[C:11](=[O:25])[NH:10][C:9]=1[CH3:26])=[O:7])(C)(C)C.C(O)(C(F)(F)F)=O.C(Cl)Cl, predict the reaction product. The product is: [CH3:26][C:9]1[NH:10][C:11](=[O:25])[C:12]([C:14]2[N:15]=[C:16]([C:19]3[CH:20]=[CH:21][N:22]=[CH:23][CH:24]=3)[S:17][CH:18]=2)=[CH:13][C:8]=1[C:6]([OH:7])=[O:5]. (5) Given the reactants [Cl:1][C:2]1[N:10]=[C:9]2[C:5]([N:6]=[CH:7][N:8]2CC2C=CC(OC)=CC=2)=[C:4]([C:20]2[CH:25]=[C:24]([O:26][CH2:27][CH2:28][N:29]3[CH2:33][CH2:32][CH2:31][CH2:30]3)[C:23]([Cl:34])=[CH:22][C:21]=2[Cl:35])[N:3]=1.[OH-].[NH4+], predict the reaction product. The product is: [Cl:1][C:2]1[N:10]=[C:9]2[C:5]([N:6]=[CH:7][NH:8]2)=[C:4]([C:20]2[CH:25]=[C:24]([O:26][CH2:27][CH2:28][N:29]3[CH2:33][CH2:32][CH2:31][CH2:30]3)[C:23]([Cl:34])=[CH:22][C:21]=2[Cl:35])[N:3]=1. (6) The product is: [CH3:1][N:2]1[CH2:9][C@@H:8]2[C@@H:4]([N:5]([C:10]3[CH:11]=[C:12]([O:35][CH3:36])[C:13]([NH:19][C:20]4[N:25]=[C:24]([C:26]5[CH:27]=[N:28][N:29]6[CH:34]=[CH:33][CH:32]=[CH:31][C:30]=56)[CH:23]=[CH:22][N:21]=4)=[CH:14][C:15]=3[NH2:16])[CH2:6][CH2:7]2)[CH2:3]1. Given the reactants [CH3:1][N:2]1[CH2:9][C@@H:8]2[C@@H:4]([N:5]([C:10]3[C:15]([N+:16]([O-])=O)=[CH:14][C:13]([NH:19][C:20]4[N:25]=[C:24]([C:26]5[CH:27]=[N:28][N:29]6[CH:34]=[CH:33][CH:32]=[CH:31][C:30]=56)[CH:23]=[CH:22][N:21]=4)=[C:12]([O:35][CH3:36])[CH:11]=3)[CH2:6][CH2:7]2)[CH2:3]1.[NH4+].[Cl-].C(O)C, predict the reaction product.